From a dataset of Forward reaction prediction with 1.9M reactions from USPTO patents (1976-2016). Predict the product of the given reaction. (1) The product is: [OH:51][NH:32][C:26]([C@H:25]1[CH2:19][CH2:18][CH2:17][CH2:16][N:15]1[S:12]([CH2:11][C:2]1[CH:3]=[CH:4][C:5]2[C:10](=[CH:9][CH:8]=[CH:7][CH:6]=2)[CH:1]=1)(=[O:14])=[O:13])=[O:27]. Given the reactants [CH:1]1[C:10]2[C:5](=[CH:6][CH:7]=[CH:8][CH:9]=2)[CH:4]=[CH:3][C:2]=1[CH2:11][S:12]([N:15]1C[CH2:19][CH2:18][CH2:17][C@@H:16]1C(O)=O)(=[O:14])=[O:13].F[C:25](F)(F)[C:26](=[N:32][Si](C)(C)C)[O:27][Si](C)(C)C.C1C2C(=CC=CC=2)C=CC=1CS(Cl)(=O)=[O:51].S([O-])(O)(=O)=O.[K+], predict the reaction product. (2) Given the reactants Br[C:2]1[CH:3]=[CH:4][C:5]([F:20])=[C:6]([C:8]([NH:12][C:13](=[O:19])[O:14][C:15]([CH3:18])([CH3:17])[CH3:16])([CH3:11])[CH2:9][OH:10])[CH:7]=1.[N-:21]=[N+]=[N-].[Na+].C([O-])([O-])=O.[Na+].[Na+].CNCCNC, predict the reaction product. The product is: [NH2:21][C:2]1[CH:3]=[CH:4][C:5]([F:20])=[C:6]([C@:8]([NH:12][C:13](=[O:19])[O:14][C:15]([CH3:18])([CH3:17])[CH3:16])([CH3:11])[CH2:9][OH:10])[CH:7]=1.